Dataset: Full USPTO retrosynthesis dataset with 1.9M reactions from patents (1976-2016). Task: Predict the reactants needed to synthesize the given product. (1) Given the product [C:8]([C:5]1[CH:4]=[CH:3][C:2]([NH:1][C:24](=[O:25])[CH2:23][CH2:22][C:21]([O:20][CH3:19])=[O:27])=[N:7][CH:6]=1)#[N:9], predict the reactants needed to synthesize it. The reactants are: [NH2:1][C:2]1[N:7]=[CH:6][C:5]([C:8]#[N:9])=[CH:4][CH:3]=1.CN(C)C1C=CC=CC=1.[CH3:19][O:20][C:21](=[O:27])[CH2:22][CH2:23][C:24](Cl)=[O:25]. (2) The reactants are: [Br:1][C:2]1[CH:3]=[C:4]([CH:8]([C:13]2[CH:18]=[CH:17][CH:16]=[CH:15][C:14]=2[CH3:19])[CH2:9][C:10](O)=[O:11])[CH:5]=[CH:6][CH:7]=1.Cl.[CH3:21][NH:22][O:23][CH3:24]. Given the product [Br:1][C:2]1[CH:3]=[C:4]([CH:8]([C:13]2[CH:18]=[CH:17][CH:16]=[CH:15][C:14]=2[CH3:19])[CH2:9][C:10]([N:22]([O:23][CH3:24])[CH3:21])=[O:11])[CH:5]=[CH:6][CH:7]=1, predict the reactants needed to synthesize it. (3) Given the product [C:29]([O:33][C:34](=[O:35])[CH2:36][N:37]1[C:41]2[CH:42]=[CH:43][CH:44]=[CH:45][C:40]=2[N:39]=[C:38]1[S:46][CH2:47][CH2:48][NH:49][C:6]([O:5][CH2:1][CH2:2][CH2:3][CH3:4])=[O:7])([CH3:32])([CH3:30])[CH3:31], predict the reactants needed to synthesize it. The reactants are: [CH2:1]([O:5][C:6](Cl)=[O:7])[CH2:2][CH2:3][CH3:4].C1C=CC2N(O)N=NC=2C=1.CCN(C(C)C)C(C)C.[Cl-].[C:29]([O:33][C:34]([CH2:36][N:37]1[C:41]2[CH:42]=[CH:43][CH:44]=[CH:45][C:40]=2[N:39]=[C:38]1[S:46][CH2:47][CH2:48][NH3+:49])=[O:35])([CH3:32])([CH3:31])[CH3:30]. (4) The reactants are: [NH2:1][C:2]1[CH:3]=[C:4]([CH:8]=[CH:9][C:10]=1[CH3:11])[C:5]([OH:7])=O.[NH:12]1[CH2:17][CH2:16][CH2:15][C@@H:14]2[C:18]3[CH:19]=[CH:20][CH:21]=[CH:22][C:23]=3[CH2:24][C@H:13]12.F[P-](F)(F)(F)(F)F.N1(OC(N(C)C)=[N+](C)C)C2N=CC=CC=2N=N1. Given the product [NH2:1][C:2]1[CH:3]=[C:4]([C:5]([N:12]2[CH2:17][CH2:16][CH2:15][C@@H:14]3[C:18]4[CH:19]=[CH:20][CH:21]=[CH:22][C:23]=4[CH2:24][C@H:13]23)=[O:7])[CH:8]=[CH:9][C:10]=1[CH3:11], predict the reactants needed to synthesize it. (5) Given the product [Br:17][C:18]1[C:19]([Cl:29])=[C:20]([OH:28])[C:21]([S:24]([CH3:27])(=[O:26])=[O:25])=[CH:22][CH:23]=1, predict the reactants needed to synthesize it. The reactants are: BrC1C=CC(S(C)(=O)=O)=C(Cl)C=1Cl.[OH-].[K+].[K].[Br:17][C:18]1[C:19]([Cl:29])=[C:20]([OH:28])[C:21]([S:24]([CH3:27])(=[O:26])=[O:25])=[CH:22][CH:23]=1.Cl. (6) Given the product [F:1][C:2]1[CH:3]=[C:4]([C:8]2[CH:9]=[C:10]([CH3:27])[C:11]([CH3:26])=[C:12]([CH2:13][NH:15][C:16]3[C:17]([CH3:24])=[C:18]([OH:23])[CH:19]=[CH:20][C:21]=3[CH3:22])[CH:25]=2)[CH:5]=[CH:6][CH:7]=1, predict the reactants needed to synthesize it. The reactants are: [F:1][C:2]1[CH:3]=[C:4]([C:8]2[CH:9]=[C:10]([CH3:27])[C:11]([CH3:26])=[C:12]([CH:25]=2)[C:13]([NH:15][C:16]2[C:21]([CH3:22])=[CH:20][CH:19]=[C:18]([OH:23])[C:17]=2[CH3:24])=O)[CH:5]=[CH:6][CH:7]=1. (7) The reactants are: Cl[S:2]([C:5]1[CH:6]=[CH:7][C:8]([F:14])=[C:9]([CH:13]=1)[C:10]([OH:12])=[O:11])(=[O:4])=[O:3].[CH:15]1([NH2:21])[CH2:20][CH2:19][CH2:18][CH2:17][CH2:16]1.CCN(C(C)C)C(C)C. Given the product [CH:15]1([NH:21][S:2]([C:5]2[CH:6]=[CH:7][C:8]([F:14])=[C:9]([CH:13]=2)[C:10]([OH:12])=[O:11])(=[O:4])=[O:3])[CH2:20][CH2:19][CH2:18][CH2:17][CH2:16]1, predict the reactants needed to synthesize it.